This data is from Full USPTO retrosynthesis dataset with 1.9M reactions from patents (1976-2016). The task is: Predict the reactants needed to synthesize the given product. (1) Given the product [NH2:28][C:22]1[N:23]=[C:24]([NH:27][C:9]([C:8]2[N:4]([CH:1]([CH3:2])[CH3:3])[N:5]=[CH:6][CH:7]=2)=[O:11])[CH:25]=[N:26][C:21]=1[C:16]1[CH:17]=[CH:18][CH:19]=[CH:20][C:15]=1[O:14][C:13]([F:30])([F:29])[F:12], predict the reactants needed to synthesize it. The reactants are: [CH:1]([N:4]1[C:8]([C:9]([OH:11])=O)=[CH:7][CH:6]=[N:5]1)([CH3:3])[CH3:2].[F:12][C:13]([F:30])([F:29])[O:14][C:15]1[CH:20]=[CH:19][CH:18]=[CH:17][C:16]=1[C:21]1[C:22]([NH2:28])=[N:23][C:24]([NH2:27])=[CH:25][N:26]=1.N1C(C)=CC=CC=1C. (2) Given the product [C:1]([S:13][C:10]1[CH:11]=[CH:12][C:7]([Br:6])=[CH:8][CH:9]=1)([CH3:4])([CH3:3])[CH3:2], predict the reactants needed to synthesize it. The reactants are: [C:1](Cl)([CH3:4])([CH3:3])[CH3:2].[Br:6][C:7]1[CH:12]=[CH:11][C:10]([SH:13])=[CH:9][CH:8]=1.[Al+3].[Cl-].[Cl-].[Cl-]. (3) Given the product [CH2:24]([NH:23][C:21]([C:20]1[CH:26]=[CH:27][C:17]([N:14]2[C:5]([CH2:4][CH2:3][CH:2]([CH3:1])[CH3:13])=[C:6]([C:7]([OH:9])=[O:8])[N:16]=[N:15]2)=[CH:18][CH:19]=1)=[O:22])[CH3:25], predict the reactants needed to synthesize it. The reactants are: [CH3:1][CH:2]([CH3:13])[CH2:3][CH2:4][C:5](=O)[CH2:6][C:7]([O:9]CC)=[O:8].[N:14]([C:17]1[CH:27]=[CH:26][C:20]([C:21]([NH:23][CH2:24][CH3:25])=[O:22])=[CH:19][CH:18]=1)=[N+:15]=[N-:16].[O-]CC.[Na+].C(=O)([O-])[O-].[Na+].[Na+]. (4) Given the product [Cl:11][CH2:12][C:13]([NH:10][CH2:9][CH2:8][C:5]1[CH:6]=[CH:7][C:2]([F:1])=[CH:3][CH:4]=1)=[O:14], predict the reactants needed to synthesize it. The reactants are: [F:1][C:2]1[CH:7]=[CH:6][C:5]([CH2:8][CH2:9][NH2:10])=[CH:4][CH:3]=1.[Cl:11][CH2:12][C:13](Cl)=[O:14].